Dataset: Reaction yield outcomes from USPTO patents with 853,638 reactions. Task: Predict the reaction yield, written as a fraction of the theoretical maximum amount of product (1.0 means a 100% yield; for example, 0.34 means a 34% yield). (1) The reactants are [CH2:1]([O:3][C:4](=[O:31])[CH2:5][CH:6]1[O:10][B:9]([OH:11])[C:8]2[CH:12]=[C:13]([O:24]C3CCCCO3)[CH:14]=[C:15]([O:16][CH2:17][C:18]3[CH:23]=[CH:22][CH:21]=[CH:20][CH:19]=3)[C:7]1=2)[CH3:2].Cl. The catalyst is C1COCC1.C(OCC)(=O)C. The product is [CH2:1]([O:3][C:4](=[O:31])[CH2:5][CH:6]1[O:10][B:9]([OH:11])[C:8]2[CH:12]=[C:13]([OH:24])[CH:14]=[C:15]([O:16][CH2:17][C:18]3[CH:23]=[CH:22][CH:21]=[CH:20][CH:19]=3)[C:7]1=2)[CH3:2]. The yield is 0.890. (2) The reactants are [CH:1]1([C:7]2[C:8]3[CH:26]=[CH:25][C:24]([C:27]([NH:29][C:30]4([C:34]([NH:36][C:37]5[CH:42]=[CH:41][C:40](/[CH:43]=[CH:44]/[C:45]([O:47]CC)=[O:46])=[CH:39][CH:38]=5)=[O:35])[CH2:33][CH2:32][CH2:31]4)=[O:28])=[CH:23][C:9]=3[N:10]3[C:16]=2[C:15]2[CH:17]=[CH:18][C:19]([O:21][CH3:22])=[CH:20][C:14]=2[O:13][CH2:12][CH2:11]3)[CH2:6][CH2:5][CH2:4][CH2:3][CH2:2]1.[OH-].[Na+].Cl. The catalyst is O1CCCC1.CO. The yield is 0.860. The product is [CH:1]1([C:7]2[C:8]3[CH:26]=[CH:25][C:24]([C:27]([NH:29][C:30]4([C:34]([NH:36][C:37]5[CH:42]=[CH:41][C:40](/[CH:43]=[CH:44]/[C:45]([OH:47])=[O:46])=[CH:39][CH:38]=5)=[O:35])[CH2:31][CH2:32][CH2:33]4)=[O:28])=[CH:23][C:9]=3[N:10]3[C:16]=2[C:15]2[CH:17]=[CH:18][C:19]([O:21][CH3:22])=[CH:20][C:14]=2[O:13][CH2:12][CH2:11]3)[CH2:2][CH2:3][CH2:4][CH2:5][CH2:6]1. (3) The reactants are [Cl:1][C:2]1[N:7]=[C:6]([CH3:8])[CH:5]=[CH:4][CH:3]=1.C([Li])CCC.[C:14](=O)([O:18]CC)[O:15][CH2:16][CH3:17]. The catalyst is C1COCC1. The product is [CH2:16]([O:15][C:14](=[O:18])[CH2:8][C:6]1[CH:5]=[CH:4][CH:3]=[C:2]([Cl:1])[N:7]=1)[CH3:17]. The yield is 0.250. (4) The reactants are [CH3:1][O:2][C:3]([C:5]1[CH:10]=[C:9](S(C)(=O)=O)[N:8]=[C:7]([Cl:15])[N:6]=1)=[O:4].[NH3:16]. The catalyst is O1CCOCC1.CO. The product is [CH3:1][O:2][C:3]([C:5]1[CH:10]=[C:9]([NH2:16])[N:8]=[C:7]([Cl:15])[N:6]=1)=[O:4]. The yield is 0.850. (5) The reactants are [NH:1]1[CH2:6][CH2:5][NH:4][CH2:3][CH2:2]1.Cl[C:8]1[CH:13]=[CH:12][C:11]([Br:14])=[CH:10][N:9]=1.O. The catalyst is C1(C)C=CC=CC=1. The product is [Br:14][C:11]1[CH:12]=[CH:13][C:8]([N:1]2[CH2:6][CH2:5][NH:4][CH2:3][CH2:2]2)=[N:9][CH:10]=1. The yield is 0.800. (6) The reactants are [Si]([O:8][CH2:9][C:10]1([CH3:34])[S:16][CH2:15][CH2:14][N:13]2[C:17]([C:20]3([C:23]4[CH:28]=[CH:27][C:26]([C:29]5[CH:30]=[N:31][O:32][CH:33]=5)=[CH:25][CH:24]=4)[CH2:22][CH2:21]3)=[N:18][N:19]=[C:12]2[CH2:11]1)(C(C)(C)C)(C)C.Cl. The catalyst is CO. The product is [O:32]1[CH:33]=[C:29]([C:26]2[CH:27]=[CH:28][C:23]([C:20]3([C:17]4[N:13]5[CH2:14][CH2:15][S:16][C:10]([CH2:9][OH:8])([CH3:34])[CH2:11][C:12]5=[N:19][N:18]=4)[CH2:22][CH2:21]3)=[CH:24][CH:25]=2)[CH:30]=[N:31]1. The yield is 0.200. (7) The reactants are [NH:1]1[CH2:6][CH2:5][CH2:4][CH:3]([CH2:7][OH:8])[CH2:2]1.C(=O)([O-])[O-].[K+].[K+].[OH-].[Na+].Cl[C:18]([O:20][CH2:21][C:22]1[CH:27]=[CH:26][CH:25]=[CH:24][CH:23]=1)=[O:19]. The catalyst is O1CCOCC1.O. The product is [OH:8][CH2:7][CH:3]1[CH2:4][CH2:5][CH2:6][N:1]([C:18]([O:20][CH2:21][C:22]2[CH:27]=[CH:26][CH:25]=[CH:24][CH:23]=2)=[O:19])[CH2:2]1. The yield is 0.830. (8) The reactants are [Br:1]N1C(=O)CCC1=O.[CH:9]([C:12]1[CH:17]=[CH:16][N:15]=[C:14]([NH2:18])[N:13]=1)([CH3:11])[CH3:10]. The catalyst is C(Cl)(Cl)Cl. The product is [Br:1][C:17]1[C:12]([CH:9]([CH3:11])[CH3:10])=[N:13][C:14]([NH2:18])=[N:15][CH:16]=1. The yield is 1.13. (9) The reactants are [F:1][C:2]1[N:7]2[CH:8]=[C:9]([CH:11]=[O:12])[N:10]=[C:6]2[CH:5]=[CH:4][CH:3]=1.[BH4-].[Na+]. The catalyst is CO. The product is [F:1][C:2]1[N:7]2[CH:8]=[C:9]([CH2:11][OH:12])[N:10]=[C:6]2[CH:5]=[CH:4][CH:3]=1. The yield is 0.930.